From a dataset of CYP2C9 inhibition data for predicting drug metabolism from PubChem BioAssay. Regression/Classification. Given a drug SMILES string, predict its absorption, distribution, metabolism, or excretion properties. Task type varies by dataset: regression for continuous measurements (e.g., permeability, clearance, half-life) or binary classification for categorical outcomes (e.g., BBB penetration, CYP inhibition). Dataset: cyp2c9_veith. (1) The molecule is S=C(Nc1ccccc1)N1CCCCC1. The result is 0 (non-inhibitor). (2) The drug is CC1CCN(c2cc(N3CCC(C)CC3)c([N+](=O)[O-])cc2/C=C(\C#N)c2nn(-c3ccccc3)c(N)c2C#N)CC1. The result is 1 (inhibitor). (3) The molecule is NC(=O)c1ccc[n+](CC(=O)OCCC23CC4CC(CC(C4)C2)C3)c1.[Cl-]. The result is 0 (non-inhibitor). (4) The drug is O[C@H]1CCCC[C@H]1N1CCC(c2ccccc2)CC1. The result is 0 (non-inhibitor). (5) The compound is c1ccc(-c2c3ccccc3nc3[nH]c4ccccc4c23)cc1. The result is 1 (inhibitor). (6) The drug is Cn1c(=O)c(-c2ccccc2)nc2cncnc21. The result is 0 (non-inhibitor). (7) The result is 1 (inhibitor). The drug is O=C(c1cnccn1)N1CCC[C@@]2(CCN(c3cccc(-c4ccccc4)c3)C2)C1. (8) The molecule is O=C1[C@H]2CC[C@@H]3/C(=N\OCc4ccccc4)C[C@@H](O)[C@@H](O)[C@@H]3[C@@H]2C(=O)N1Cc1ccc2c(c1)OCO2. The result is 0 (non-inhibitor). (9) The compound is COc1ccc(-c2nc3cnc(Nc4cccc(OC)c4)nc3n(CCC#N)c2=O)cc1. The result is 0 (non-inhibitor).